This data is from Full USPTO retrosynthesis dataset with 1.9M reactions from patents (1976-2016). The task is: Predict the reactants needed to synthesize the given product. (1) Given the product [C:1](=[O:3])([S:28][C:27]1[N:23]([CH2:22][C@@:13]2([C:15]3[CH:20]=[CH:19][CH:18]=[C:17]([F:21])[CH:16]=3)[C@@H:12]([C:7]3[CH:8]=[CH:9][CH:10]=[CH:11][C:6]=3[Cl:5])[O:14]2)[N:24]=[CH:25][N:26]=1)[CH3:2], predict the reactants needed to synthesize it. The reactants are: [C:1](Cl)(=[O:3])[CH3:2].[Cl:5][C:6]1[CH:11]=[CH:10][CH:9]=[CH:8][C:7]=1[C@H:12]1[O:14][C@:13]1([CH2:22][N:23]1[C:27](=[S:28])[NH:26][CH:25]=[N:24]1)[C:15]1[CH:20]=[CH:19][CH:18]=[C:17]([F:21])[CH:16]=1.C(N(CC)CC)C. (2) Given the product [NH2:1][C:2]1[C:7]([C:8]([NH2:10])=[O:9])=[C:6]([N:11]2[CH2:16][CH2:15][CH:14]([C:17]3[N:18]([CH2:33][CH2:49][NH:53][CH:52]([CH3:54])[CH3:51])[CH:19]=[C:20]([C:22]4[CH:27]=[CH:26][C:25]([F:28])=[C:24]([CH3:29])[CH:23]=4)[N:21]=3)[CH2:13][CH2:12]2)[N:5]=[CH:4][N:3]=1, predict the reactants needed to synthesize it. The reactants are: [NH2:1][C:2]1[C:7]([C:8]([NH2:10])=[O:9])=[C:6]([N:11]2[CH2:16][CH2:15][CH:14]([C:17]3[N:18]([CH3:33])[CH:19]=[C:20]([C:22]4[CH:27]=[CH:26][C:25]([F:28])=[C:24]([C:29](F)(F)F)[CH:23]=4)[N:21]=3)[CH2:13][CH2:12]2)[N:5]=[CH:4][N:3]=1.NC1C(C#N)=C(N2CCC([C:49]3N(CCNC(C)C)[CH:51]=[C:52]([C:54]4C=CC(F)=C(C)C=4)[N:53]=3)CC2)N=CN=1.